From a dataset of Forward reaction prediction with 1.9M reactions from USPTO patents (1976-2016). Predict the product of the given reaction. (1) Given the reactants C[O:2][C:3]1[CH:4]=[C:5]([C:9]2[S:13][C:12]([C:14]3[CH:19]=[CH:18][C:17]([O:20]C)=[CH:16][CH:15]=3)=[N:11][CH:10]=2)[CH:6]=[CH:7][CH:8]=1, predict the reaction product. The product is: [OH:20][C:17]1[CH:16]=[CH:15][C:14]([C:12]2[S:13][C:9]([C:5]3[CH:4]=[C:3]([OH:2])[CH:8]=[CH:7][CH:6]=3)=[CH:10][N:11]=2)=[CH:19][CH:18]=1. (2) The product is: [CH:1]1([CH:7]([NH2:39])[CH2:8][CH2:9][N:10]2[CH2:11][CH2:12][CH:13]([N:16]([CH2:30][CH3:31])[C:17](=[O:29])[CH2:18][C:19]3[CH:24]=[CH:23][C:22]([S:25]([CH3:28])(=[O:26])=[O:27])=[CH:21][CH:20]=3)[CH2:14][CH2:15]2)[CH2:6][CH2:5][CH2:4][CH2:3][CH2:2]1. Given the reactants [CH:1]1([C:7]([NH2:39])(C(OC(C)(C)C)=O)[CH2:8][CH2:9][N:10]2[CH2:15][CH2:14][CH:13]([N:16]([CH2:30][CH3:31])[C:17](=[O:29])[CH2:18][C:19]3[CH:24]=[CH:23][C:22]([S:25]([CH3:28])(=[O:27])=[O:26])=[CH:21][CH:20]=3)[CH2:12][CH2:11]2)[CH2:6][CH2:5][CH2:4][CH2:3][CH2:2]1, predict the reaction product. (3) Given the reactants [CH3:1][C:2]1[CH:3]=[CH:4][C:5]([C:8](=[O:12])[CH2:9][C:10]#[N:11])=[N:6][CH:7]=1.COC(OC)N(C)C.[N+]([O-])(O)=O.N[NH:26][C:27](N)=[NH:28].[OH-].[Na+], predict the reaction product. The product is: [NH2:28][C:27]1[C:9]([C:8]([C:5]2[CH:4]=[CH:3][C:2]([CH3:1])=[CH:7][N:6]=2)=[O:12])=[CH:10][NH:11][N:26]=1. (4) Given the reactants I[C:2]1[C:7]([OH:8])=[CH:6][CH:5]=[CH:4][N:3]=1.[C:9]1(B(O)O)[CH:14]=[CH:13][CH:12]=[CH:11][CH:10]=1.C([O-])([O-])=O.[Na+].[Na+].O, predict the reaction product. The product is: [C:9]1([C:2]2[C:7]([OH:8])=[CH:6][CH:5]=[CH:4][N:3]=2)[CH:14]=[CH:13][CH:12]=[CH:11][CH:10]=1. (5) Given the reactants [C:1]([O:5][C:6]([N:8]1[CH2:16][C:15]2[C:10](=[CH:11][C:12](I)=[C:13]([Cl:17])[CH:14]=2)[CH2:9]1)=[O:7])([CH3:4])([CH3:3])[CH3:2].C(O)CO.C(=O)([O-])[O-].[Cs+].[Cs+].[CH2:29]([SH:31])[CH3:30], predict the reaction product. The product is: [C:1]([O:5][C:6]([N:8]1[CH2:16][C:15]2[C:10](=[CH:11][C:12]([S:31][CH2:29][CH3:30])=[C:13]([Cl:17])[CH:14]=2)[CH2:9]1)=[O:7])([CH3:4])([CH3:3])[CH3:2].